Task: Binary Classification. Given a miRNA mature sequence and a target amino acid sequence, predict their likelihood of interaction.. Dataset: Experimentally validated miRNA-target interactions with 360,000+ pairs, plus equal number of negative samples (1) The miRNA is hsa-miR-571 with sequence UGAGUUGGCCAUCUGAGUGAG. The protein sequence of the target gene is MAFSDLTSRTVRFYDNWIKDADPRVEDYLLMSSPLPQTIILGLYVYFVTSLGPKLMENRKPFELKKAMITYNFFIVLFSVYMCYEFVMSGWGTGYSFRCDIVDYSQSPRAMRMVHTCWLYYFSKFIELLDTIFFVLRKKNSQVTFLHVFHHTIMPWTWWFGVKFAAGGLGTFHAFLNTAVHVVMYSYYGLCAMGPAYQKYLWWKKHLTSLQLVQFVLVTIHIGQIFFMEDCNYQYPVFLYIIMSYGCIFLLLFLHFWYRAYTKGQRLPKTLENGNCKSKRH. Result: 0 (no interaction). (2) The miRNA is dme-bantam-3p with sequence UGAGAUCAUUUUGAAAGCUGAUU. The protein sequence of the target gene is MPRGEAPGPGRRGAKDEALGEESGERWSPEFHLQRKLADSSHSEQQDRNRVSEELIMVVQEMKKYFPSERRNKPSTLDALNYALRCVHSVQANSEFFQILSQNGAPQADVSMYSLEELATIASEHTSKNTDTFVAVFSFLSGRLVHISEQAALILNRKKDVLASSHFVDLLAPQDMRVFYAHTARAQLPFWNNWTQRAARYECAPVKPFFCRIRGGEDRKQEKCHSPFRIIPYLIHVHHPAQPELESEPCCLTVVEKIHSGYEAPRIPVNKRIFTTTHTPGCVFLEVDEKAVPLLGYLPQ.... Result: 0 (no interaction). (3) The miRNA is hsa-miR-215-5p with sequence AUGACCUAUGAAUUGACAGAC. Result: 0 (no interaction). The protein sequence of the target gene is MLAPGSSPGQRGRLALQWRQVSWITCWIALYAVEALPTCPFSCKCDSRSLEVDCSGLGLTTVPPDVPAATRTLLLLNNKLSALPSWAFANLSSLQRLDLSNNFLDRLPRSIFGDLTNLTELQLRNNSIRTLDRDLLRHSPLLRHLDLSINGLAQLPPGLFDGLLALRSLSLRSNRLQNLDRLTFEPLANLQLLQVGDNPWECDCNLREFKHWMEWFSYRGGRLDQLACTLPKELRGKDMRMVPMEMFNYCSQLEDENSSAGLDIPGPPCTKASPEPAKPKPGAEPEPEPSTACPQKQRHR.... (4) The miRNA is hsa-miR-3135b with sequence GGCUGGAGCGAGUGCAGUGGUG. The protein sequence of the target gene is MSVKSPFNVMSRNNLEAPPCKMTEPFNFEKNENKLPPHESLRSPGTLPNHPNFRLKSSENGNKKNNFLLCEQTKQYLASQEDNSVSSNPNGINGEVVGSKGDRKKLPAGNSVSPPSAESNSPPKEVNIKPGNNVRPAKSKKLNKLVENSLSISNPGLFTSLGPPLRSTTCHRCGLFGSLRCSQCKQTYYCSTACQRRDWSAHSIVCRPVQPNFHKLENKSSIETKDVEVNNKSDCPLGVTKEIAIWAERIMFSDLRSLQLKKTMEIKGTVTEFKHPGDFYVQLYSSEVLEYMNQLSASLK.... Result: 1 (interaction). (5) The miRNA is hsa-miR-1224-3p with sequence CCCCACCUCCUCUCUCCUCAG. Result: 1 (interaction). The protein sequence of the target gene is MAPSTPLLTVRGSEGLYMVNGPPHFTESTVFPRESGKNCKVCIFSKDGTLFAWGNGEKVNIISVTNKGLLHSFDLLKAVCLEFSPKNTVLATWQPYTTSKDGTAGIPNLQLYDVKTGTCLKSFIQKKMQNWCPSWSEDETLCARNVNNEVHFFENNNFNTIANKLHLQKINDFVLSPGPQPYKVAVYVPGSKGAPSFVRLYQYPNFAGPHAALANKSFFKADKVTMLWNKKATAVLVIASTDVDKTGASYYGEQTLHYIATNGESAVVQLPKNGPIYDVVWNSSSTEFCAVYGFMPAKAT....